From a dataset of Full USPTO retrosynthesis dataset with 1.9M reactions from patents (1976-2016). Predict the reactants needed to synthesize the given product. (1) Given the product [CH2:18]([N:25]1[C:33]2[C:28](=[CH:29][CH:30]=[CH:31][CH:32]=2)[C:27]([C:34]2[O:35][C:36]([C:39](=[O:40])[NH:7][C:6]3[CH:8]=[CH:9][C:3]([C:2]([F:10])([F:11])[F:1])=[CH:4][CH:5]=3)=[CH:37][CH:38]=2)=[N:26]1)[C:19]1[CH:24]=[CH:23][CH:22]=[CH:21][CH:20]=1, predict the reactants needed to synthesize it. The reactants are: [F:1][C:2]([F:11])([F:10])[C:3]1[CH:9]=[CH:8][C:6]([NH2:7])=[CH:5][CH:4]=1.N1C=CC=CC=1.[CH2:18]([N:25]1[C:33]2[C:28](=[CH:29][CH:30]=[CH:31][CH:32]=2)[C:27]([C:34]2[O:35][C:36]([C:39](Cl)=[O:40])=[CH:37][CH:38]=2)=[N:26]1)[C:19]1[CH:24]=[CH:23][CH:22]=[CH:21][CH:20]=1. (2) Given the product [C:1]([N:4]1[C:8]([CH:9]([CH3:11])[CH3:10])=[C:7]([CH2:12][C:13]2[CH:14]=[CH:15][CH:16]=[CH:17][CH:18]=2)[C:6]([O:19][C@@H:34]2[O:35][C@H:36]([CH2:53][O:54][C:55](=[O:60])[C:56]([CH3:59])([CH3:58])[CH3:57])[C@@H:37]([O:46][C:47](=[O:52])[C:48]([CH3:49])([CH3:50])[CH3:51])[C@H:38]([O:39][C:40](=[O:45])[C:41]([CH3:42])([CH3:43])[CH3:44])[C@H:33]2[O:32][C:26](=[O:31])[C:27]([CH3:30])([CH3:28])[CH3:29])=[N:5]1)(=[O:3])[CH3:2], predict the reactants needed to synthesize it. The reactants are: [C:1]([N:4]1[C:8]([CH:9]([CH3:11])[CH3:10])=[C:7]([CH2:12][C:13]2[CH:18]=[CH:17][CH:16]=[CH:15][CH:14]=2)[C:6](=[O:19])[NH:5]1)(=[O:3])[CH3:2].C(=O)([O-])[O-].[K+].[K+].[C:26]([O:32][C@@H:33]1[C@@H:38]([O:39][C:40](=[O:45])[C:41]([CH3:44])([CH3:43])[CH3:42])[C@H:37]([O:46][C:47](=[O:52])[C:48]([CH3:51])([CH3:50])[CH3:49])[C@@H:36]([CH2:53][O:54][C:55](=[O:60])[C:56]([CH3:59])([CH3:58])[CH3:57])[O:35][C@H:34]1Br)(=[O:31])[C:27]([CH3:30])([CH3:29])[CH3:28]. (3) Given the product [C:1]1([C:11]([C:1]2[CH:10]=[CH:5][CH:4]=[CH:3][CH:2]=2)=[O:12])[C:10]2[C:5](=[CH:6][CH:7]=[CH:8][CH:9]=2)[CH:4]=[CH:3][CH:2]=1, predict the reactants needed to synthesize it. The reactants are: [C:1]1([C:11](Cl)=[O:12])[C:10]2[C:5](=[CH:6][CH:7]=[CH:8][CH:9]=2)[CH:4]=[CH:3][CH:2]=1.[Cl-].[Al+3].[Cl-].[Cl-].Cl. (4) Given the product [C:60]([O:59][C:57]([N:50]1[CH2:56][CH2:55][CH2:54][N:53]([C:42]([C:41]2[C:40]3[C:35](=[CH:36][CH:37]=[CH:38][CH:39]=3)[N:34]([C:44]3[CH:45]=[CH:46][CH:47]=[CH:48][CH:49]=3)[C:33]=2[O:26][C:27]2[CH:28]=[CH:29][CH:30]=[CH:31][CH:32]=2)=[O:43])[CH2:52][CH2:51]1)=[O:58])([CH3:63])([CH3:61])[CH3:62], predict the reactants needed to synthesize it. The reactants are: O(C1N(C2C=CC=CC=2)C2C(C=1C(O)=O)=CC=CC=2)C1C=CC=CC=1.[O:26]([C:33]1[N:34]([C:44]2[CH:49]=[CH:48][CH:47]=[CH:46][CH:45]=2)[C:35]2[C:40]([C:41]=1[CH:42]=[O:43])=[CH:39][CH:38]=[CH:37][CH:36]=2)[C:27]1[CH:32]=[CH:31][CH:30]=[CH:29][CH:28]=1.[N:50]1([C:57]([O:59][C:60]([CH3:63])([CH3:62])[CH3:61])=[O:58])[CH2:56][CH2:55][CH2:54][NH:53][CH2:52][CH2:51]1.C(Cl)CCl.C1C=NC2N(O)N=NC=2C=1.CN1CCOCC1. (5) Given the product [Cl:8][C:5]1[CH:6]=[CH:7][C:2]([NH:1][C:17](=[O:23])[C:18]([O:20][CH3:21])=[O:19])=[N:3][CH:4]=1, predict the reactants needed to synthesize it. The reactants are: [NH2:1][C:2]1[CH:7]=[CH:6][C:5]([Cl:8])=[CH:4][N:3]=1.C(N(CC)CC)C.Cl[C:17](=[O:23])[C:18]([O:20][CH2:21]C)=[O:19].C(=O)(O)[O-].[Na+]. (6) Given the product [CH:1]([N:5]1[C:34]([CH2:35][CH3:36])=[C:8]2[N:9]=[C:10]([C:14]3[C:15]([O:31][CH2:32][CH2:33][O:48][CH3:47])=[N:16][CH:17]=[C:18]([S:20]([N:23]4[CH2:24][CH2:25][N:26]([CH2:29][CH3:30])[CH2:27][CH2:28]4)(=[O:21])=[O:22])[CH:19]=3)[NH:11][C:12](=[O:13])[C:7]2=[N:6]1)([CH2:3][CH3:4])[CH3:2], predict the reactants needed to synthesize it. The reactants are: [CH:1]([N:5]1[C:34]([CH2:35][CH3:36])=[C:8]2[N:9]=[C:10]([C:14]3[C:15]([O:31][CH2:32][CH3:33])=[N:16][CH:17]=[C:18]([S:20]([N:23]4[CH2:28][CH2:27][N:26]([CH2:29][CH3:30])[CH2:25][CH2:24]4)(=[O:22])=[O:21])[CH:19]=3)[NH:11][C:12](=[O:13])[C:7]2=[N:6]1)([CH2:3][CH3:4])[CH3:2].C[Si]([N-][Si](C)(C)C)(C)C.[K+].[CH3:47][O:48]CCO. (7) Given the product [F:23][C:17]1[CH:18]=[CH:19][CH:20]=[C:21]([F:22])[C:16]=1[N:9]1[C:10]2[CH:15]=[CH:14][CH:13]=[CH:12][C:11]=2[N:7]([CH2:6][CH2:5][O:4][CH2:3][CH2:2][NH:28][CH2:26][CH3:27])[S:8]1(=[O:25])=[O:24], predict the reactants needed to synthesize it. The reactants are: Br[CH2:2][CH2:3][O:4][CH2:5][CH2:6][N:7]1[C:11]2[CH:12]=[CH:13][CH:14]=[CH:15][C:10]=2[N:9]([C:16]2[C:21]([F:22])=[CH:20][CH:19]=[CH:18][C:17]=2[F:23])[S:8]1(=[O:25])=[O:24].[CH2:26]([NH2:28])[CH3:27]. (8) Given the product [Cl:19][C:20]1[CH:21]=[C:22]([NH:23][C:2]2[C:3]3[C:10]4[CH2:11][N:12]([C:14]([O:16][CH2:17][CH3:18])=[O:15])[CH2:13][C:9]=4[S:8][C:4]=3[N:5]=[CH:6][N:7]=2)[CH:24]=[CH:25][C:26]=1[F:27], predict the reactants needed to synthesize it. The reactants are: Cl[C:2]1[C:3]2[C:10]3[CH2:11][N:12]([C:14]([O:16][CH2:17][CH3:18])=[O:15])[CH2:13][C:9]=3[S:8][C:4]=2[N:5]=[CH:6][N:7]=1.[Cl:19][C:20]1[CH:21]=[C:22]([CH:24]=[CH:25][C:26]=1[F:27])[NH2:23].Cl. (9) Given the product [F:1][C@H:2]1[CH2:19][C@@:17]2([CH3:18])[C@@H:13]([CH2:14][CH:15]=[C:16]2[C:20]2[CH:21]=[N:22][CH:23]=[C:24]([F:26])[CH:25]=2)[C@H:12]2[C@H:3]1[C:4]1[CH:5]=[CH:6][C:7]([C:27]([OH:29])=[O:28])=[CH:8][C:9]=1[CH2:10][CH2:11]2, predict the reactants needed to synthesize it. The reactants are: [F:1][C@H:2]1[CH2:19][C@@:17]2([CH3:18])[C@@H:13]([CH2:14][CH:15]=[C:16]2[C:20]2[CH:21]=[N:22][CH:23]=[C:24]([F:26])[CH:25]=2)[C@H:12]2[C@H:3]1[C:4]1[CH:5]=[CH:6][C:7]([C:27]([O:29]C)=[O:28])=[CH:8][C:9]=1[CH2:10][CH2:11]2.CO.O.[OH-].[Li+].C(O)(=O)CC(CC(O)=O)(C(O)=O)O.